This data is from Catalyst prediction with 721,799 reactions and 888 catalyst types from USPTO. The task is: Predict which catalyst facilitates the given reaction. (1) Reactant: [CH2:1]([C@@H:8]1[CH2:12][O:11][C:10](=[O:13])[N:9]1[C:14](=[O:19])[CH2:15][CH:16]1[CH2:18][CH2:17]1)[C:2]1[CH:7]=[CH:6][CH:5]=[CH:4][CH:3]=1.N#N.CCN(C(C)C)C(C)C.[CH:31]([C@H:33]1[CH2:37][O:36][C:35]([CH3:39])([CH3:38])[N:34]1[C:40]([O:42][C:43]([CH3:46])([CH3:45])[CH3:44])=[O:41])=[O:32]. Product: [CH2:1]([C@@H:8]1[CH2:12][O:11][C:10](=[O:13])[N:9]1[C:14](=[O:19])[C@H:15]([CH:16]1[CH2:17][CH2:18]1)[C@H:31]([C@H:33]1[CH2:37][O:36][C:35]([CH3:39])([CH3:38])[N:34]1[C:40]([O:42][C:43]([CH3:46])([CH3:45])[CH3:44])=[O:41])[OH:32])[C:2]1[CH:3]=[CH:4][CH:5]=[CH:6][CH:7]=1. The catalyst class is: 388. (2) Reactant: [CH:1]1([C@@:7]([OH:47])([C:41]2[CH:46]=[CH:45][CH:44]=[CH:43][CH:42]=2)[C:8]2[N:12]=[CH:11][N:10]([CH2:13][CH:14]3[CH2:19][CH2:18][N:17]([CH2:20][CH2:21][C:22]4[CH:27]=[CH:26][C:25]([CH2:28][CH2:29][N:30]5C(=O)C6C(=CC=CC=6)C5=O)=[CH:24][CH:23]=4)[CH2:16][CH2:15]3)[N:9]=2)[CH2:6][CH2:5][CH2:4][CH2:3][CH2:2]1.O.NN. Product: [NH2:30][CH2:29][CH2:28][C:25]1[CH:24]=[CH:23][C:22]([CH2:21][CH2:20][N:17]2[CH2:16][CH2:15][CH:14]([CH2:13][N:10]3[CH:11]=[N:12][C:8]([C@@:7]([CH:41]4[CH2:42][CH2:43][CH2:44][CH2:45][CH2:46]4)([C:1]4[CH:2]=[CH:3][CH:4]=[CH:5][CH:6]=4)[OH:47])=[N:9]3)[CH2:19][CH2:18]2)=[CH:27][CH:26]=1. The catalyst class is: 8.